From a dataset of Forward reaction prediction with 1.9M reactions from USPTO patents (1976-2016). Predict the product of the given reaction. (1) Given the reactants [NH2:1][C:2]1[NH:3][C:4](=[O:27])[C:5]2[S:10][C:9](=[O:11])[N:8]([C@H:12]3[C@H:16]([OH:17])[CH2:15][C@@H:14]([CH2:18][O:19][Si:20]([C:23]([CH3:26])([CH3:25])[CH3:24])([CH3:22])[CH3:21])[O:13]3)[C:6]=2[N:7]=1.CC(OI1(OC(C)=O)(OC(C)=O)OC(=O)C2C=CC=CC1=2)=O, predict the reaction product. The product is: [NH2:1][C:2]1[NH:3][C:4](=[O:27])[C:5]2[S:10][C:9](=[O:11])[N:8]([C@H:12]3[C:16](=[O:17])[CH2:15][C@@H:14]([CH2:18][O:19][Si:20]([C:23]([CH3:25])([CH3:24])[CH3:26])([CH3:22])[CH3:21])[O:13]3)[C:6]=2[N:7]=1. (2) Given the reactants [CH2:1]([N:8]([C@H:18]1[CH2:22][O:21][C@@H:20]2[C@@H:23]([C:26]#N)[CH2:24][O:25][C@H:19]12)[C:9]([NH:11][CH:12]1[CH2:17][CH2:16][CH2:15][CH2:14][CH2:13]1)=[O:10])[C:2]1[CH:7]=[CH:6][CH:5]=[CH:4][CH:3]=1.[H-].C([Al+]CC(C)C)C(C)C.C[OH:39], predict the reaction product. The product is: [CH2:1]([N:8]([C@H:18]1[CH2:22][O:21][C@@H:20]2[C@@H:23]([CH:26]=[O:39])[CH2:24][O:25][C@H:19]12)[C:9]([NH:11][CH:12]1[CH2:17][CH2:16][CH2:15][CH2:14][CH2:13]1)=[O:10])[C:2]1[CH:7]=[CH:6][CH:5]=[CH:4][CH:3]=1. (3) The product is: [Cl:1][C:2]1[N:7]=[C:6]([N:16]2[CH2:21][CH2:20][CH:19]([C:22]([O:24][CH3:25])=[O:23])[CH2:18][CH2:17]2)[CH:5]=[CH:4][N:3]=1. Given the reactants [Cl:1][C:2]1[N:7]=[C:6](Cl)[CH:5]=[CH:4][N:3]=1.C(N(CC)CC)C.[NH:16]1[CH2:21][CH2:20][CH:19]([C:22]([O:24][CH3:25])=[O:23])[CH2:18][CH2:17]1, predict the reaction product. (4) Given the reactants [C:1]([C:5]1[N:10]=[CH:9][C:8]([C:11]2[N:12]([C:32]([N:34]3[CH2:39][CH2:38][CH:37]([CH2:40][C:41](O)=[O:42])[CH2:36][CH2:35]3)=[O:33])[C@@:13]([C:25]3[CH:30]=[CH:29][C:28]([Cl:31])=[CH:27][CH:26]=3)([CH3:24])[C@@:14]([C:17]3[CH:22]=[CH:21][C:20]([Cl:23])=[CH:19][CH:18]=3)([CH3:16])[N:15]=2)=[C:7]([O:44][CH2:45][CH3:46])[CH:6]=1)([CH3:4])([CH3:3])[CH3:2].[F:47][C:48]1[CH:55]=[CH:54][C:53]([F:56])=[CH:52][C:49]=1[CH2:50][NH2:51], predict the reaction product. The product is: [C:1]([C:5]1[N:10]=[CH:9][C:8]([C:11]2[N:12]([C:32]([N:34]3[CH2:39][CH2:38][CH:37]([CH2:40][C:41]([NH:51][CH2:50][C:49]4[CH:52]=[C:53]([F:56])[CH:54]=[CH:55][C:48]=4[F:47])=[O:42])[CH2:36][CH2:35]3)=[O:33])[C@@:13]([C:25]3[CH:30]=[CH:29][C:28]([Cl:31])=[CH:27][CH:26]=3)([CH3:24])[C@@:14]([C:17]3[CH:18]=[CH:19][C:20]([Cl:23])=[CH:21][CH:22]=3)([CH3:16])[N:15]=2)=[C:7]([O:44][CH2:45][CH3:46])[CH:6]=1)([CH3:2])([CH3:3])[CH3:4].